This data is from Catalyst prediction with 721,799 reactions and 888 catalyst types from USPTO. The task is: Predict which catalyst facilitates the given reaction. Reactant: [CH2:1]([O:3][C:4]1[CH:9]=[CH:8][C:7]([S:10]([N:13]2[CH2:18][CH2:17][N:16]3[C:19](=[O:27])[C:20]4[CH:25]=[CH:24][C:23]([CH3:26])=[N:22][C:21]=4[CH:15]3[CH2:14]2)(=[O:12])=[O:11])=[CH:6][CH:5]=1)[CH3:2].[Li+].[CH3:29][Si]([N-][Si](C)(C)C)(C)C.CI. Product: [CH2:1]([O:3][C:4]1[CH:9]=[CH:8][C:7]([S:10]([N:13]2[CH2:18][CH2:17][N:16]3[C:19](=[O:27])[C:20]4[CH:25]=[CH:24][C:23]([CH3:26])=[N:22][C:21]=4[C:15]3([CH3:29])[CH2:14]2)(=[O:11])=[O:12])=[CH:6][CH:5]=1)[CH3:2]. The catalyst class is: 1.